Task: Predict the product of the given reaction.. Dataset: Forward reaction prediction with 1.9M reactions from USPTO patents (1976-2016) Given the reactants [F:1][C:2]([F:42])([F:41])[C:3]([O:30]C(=O)[C@H](C1C=CC=CC=1)C)([C:8]1[CH:9]=[CH:10][C:11]2[N:17]([C:18](=[O:27])[C@H:19]([C:21]3[CH:26]=[CH:25][CH:24]=[CH:23][CH:22]=3)[CH3:20])[CH2:16][C@@H:15]([OH:28])[CH2:14][CH2:13][C:12]=2[CH:29]=1)[C:4]([F:7])([F:6])[F:5].FC(F)(F)C(OC(=O)[C@H](C1C=CC=CC=1)C)(C1C=CC2N(C(=O)[C@H](C3C=CC=CC=3)C)C[C@@H](OC3C=CC=C(CC(OC)=O)C=3)CCC=2C=1)C(F)(F)F.[OH-].[Na+], predict the reaction product. The product is: [OH:28][C@H:15]1[CH2:14][CH2:13][C:12]2[CH:29]=[C:8]([C:3]([OH:30])([C:2]([F:1])([F:41])[F:42])[C:4]([F:7])([F:5])[F:6])[CH:9]=[CH:10][C:11]=2[N:17]([C:18](=[O:27])[C@H:19]([C:21]2[CH:22]=[CH:23][CH:24]=[CH:25][CH:26]=2)[CH3:20])[CH2:16]1.